From a dataset of Catalyst prediction with 721,799 reactions and 888 catalyst types from USPTO. Predict which catalyst facilitates the given reaction. (1) Reactant: F[C:2]1[CH:7]=[CH:6][C:5]([S:8]([NH2:11])(=[O:10])=[O:9])=[CH:4][C:3]=1[N+:12]([O-:14])=[O:13].[O:15]1[CH2:20][CH2:19][CH:18]([CH2:21][NH2:22])[CH2:17][CH2:16]1.C(N(CC)CC)C. Product: [N+:12]([C:3]1[CH:4]=[C:5]([S:8]([NH2:11])(=[O:10])=[O:9])[CH:6]=[CH:7][C:2]=1[NH:22][CH2:21][CH:18]1[CH2:19][CH2:20][O:15][CH2:16][CH2:17]1)([O-:14])=[O:13]. The catalyst class is: 56. (2) Product: [Si:5]([O:8][C:9]1[C:10]([F:17])=[C:11]([CH:12]=[C:13]([CH2:15][CH3:16])[CH:14]=1)[CH:38]=[O:39])([C:1]([CH3:4])([CH3:3])[CH3:2])([CH3:7])[CH3:6]. The catalyst class is: 1. Reactant: [C:1]([Si:5]([O:8][C:9]1[CH:14]=[C:13]([CH2:15][CH3:16])[CH:12]=[CH:11][C:10]=1[F:17])([CH3:7])[CH3:6])([CH3:4])([CH3:3])[CH3:2].CN(CCN(CCN(C)C)C)C.[Li]CCCC.CN([CH:38]=[O:39])C. (3) Reactant: [CH:1]1([C:4]2[C:5]3[C:12](I)=[CH:11][N:10]([Si:14]([CH:21]([CH3:23])[CH3:22])([CH:18]([CH3:20])[CH3:19])[CH:15]([CH3:17])[CH3:16])[C:6]=3[N:7]=[CH:8][N:9]=2)[CH2:3][CH2:2]1.C([Mg]Cl)(C)C.[C:29]([O:33][C:34](=[O:52])[N:35]([C:45]1[CH:46]=[N:47][C:48]([Cl:51])=[CH:49][CH:50]=1)[C:36]1[CH:41]=[CH:40][C:39]([CH:42]=[O:43])=[C:38]([F:44])[N:37]=1)([CH3:32])([CH3:31])[CH3:30].O. Product: [C:29]([O:33][C:34](=[O:52])[N:35]([C:45]1[CH:46]=[N:47][C:48]([Cl:51])=[CH:49][CH:50]=1)[C:36]1[CH:41]=[CH:40][C:39]([CH:42]([C:12]2[C:5]3[C:4]([CH:1]4[CH2:2][CH2:3]4)=[N:9][CH:8]=[N:7][C:6]=3[N:10]([Si:14]([CH:21]([CH3:23])[CH3:22])([CH:18]([CH3:20])[CH3:19])[CH:15]([CH3:16])[CH3:17])[CH:11]=2)[OH:43])=[C:38]([F:44])[N:37]=1)([CH3:32])([CH3:30])[CH3:31]. The catalyst class is: 7. (4) Reactant: Cl.[CH3:2][NH:3][O:4][CH3:5].CCN(C(C)C)C(C)C.C[Al](C)C.[F:19][C:20]1[CH:25]=[C:24]([I:26])[CH:23]=[CH:22][C:21]=1[N:27]1[CH:32]=[C:31]([O:33][CH3:34])[C:30](=[O:35])[C:29]([C:36]([O:38]C)=O)=[N:28]1. Product: [F:19][C:20]1[CH:25]=[C:24]([I:26])[CH:23]=[CH:22][C:21]=1[N:27]1[CH:32]=[C:31]([O:33][CH3:34])[C:30](=[O:35])[C:29]([C:36]([N:3]([O:4][CH3:5])[CH3:2])=[O:38])=[N:28]1. The catalyst class is: 2. (5) Reactant: C[O-].[Na+].[CH3:4][O:5][C:6]1[CH:11]=[CH:10][CH:9]=[CH:8][C:7]=1[C:12]([NH2:14])=[NH:13].[CH2:15]([CH:17]([C:23](=O)[CH3:24])[C:18](OCC)=[O:19])[CH3:16]. Product: [CH2:23]([C:17]1[C:18](=[O:19])[N:13]=[C:12]([C:7]2[CH:8]=[CH:9][CH:10]=[CH:11][C:6]=2[O:5][CH3:4])[NH:14][C:15]=1[CH3:16])[CH3:24]. The catalyst class is: 71. (6) Reactant: [NH2:1][C:2]1[N:9]=[C:8]([CH3:10])[CH:7]=[CH:6][C:3]=1[C:4]#[N:5].CO[CH:13](OC)[N:14]([CH3:16])[CH3:15]. Product: [C:4]([C:3]1[C:2]([N:1]=[CH:13][N:14]([CH3:16])[CH3:15])=[N:9][C:8]([CH3:10])=[CH:7][CH:6]=1)#[N:5]. The catalyst class is: 11.